Dataset: Forward reaction prediction with 1.9M reactions from USPTO patents (1976-2016). Task: Predict the product of the given reaction. (1) Given the reactants [F:1][C:2]([F:12])([F:11])[C:3]1[CH:8]=[CH:7][CH:6]=[CH:5][C:4]=1[NH:9]N.O.[NH:14]1[CH2:19][CH2:18][C:17](=O)[CH2:16][CH2:15]1.[ClH:21], predict the reaction product. The product is: [ClH:21].[ClH:21].[F:1][C:2]([F:12])([F:11])[C:3]1[C:4]2[NH:9][C:17]3[CH2:18][CH2:19][NH:14][CH2:15][C:16]=3[C:5]=2[CH:6]=[CH:7][CH:8]=1. (2) Given the reactants [CH3:1][O:2][N:3]1[CH2:8][CH2:7][C:6]([NH:11][CH3:12])([C:9]#[N:10])[CH2:5][CH2:4]1.[CH3:13][C:14]1[CH:19]=[C:18]([CH3:20])[CH:17]=[C:16]([CH:21]=[CH2:22])[C:15]=1[CH2:23][C:24](Cl)=[O:25].Cl, predict the reaction product. The product is: [C:9]([C:6]1([N:11]([CH3:12])[C:24](=[O:25])[CH2:23][C:15]2[C:16]([CH:21]=[CH2:22])=[CH:17][C:18]([CH3:20])=[CH:19][C:14]=2[CH3:13])[CH2:7][CH2:8][N:3]([O:2][CH3:1])[CH2:4][CH2:5]1)#[N:10]. (3) Given the reactants [CH3:1][O:2][C:3]([C:5]1[S:9][CH:8]=[N:7][C:6]=1[NH:10][NH2:11])=[O:4].C(N(CC)CC)C.C[O:20][C:21](=O)[N:22]=[C:23](SC)[C:24]([C:38]1[CH:39]=[C:40]([CH2:48][CH3:49])[C:41]2[O:46][CH2:45][O:44][CH2:43][C:42]=2[CH:47]=1)=[N:25][C:26]1[CH:31]=[CH:30][C:29]([C:32]2[N:36]=[C:35]([CH3:37])[O:34][N:33]=2)=[CH:28][CH:27]=1, predict the reaction product. The product is: [CH3:1][O:2][C:3]([C:5]1[S:9][CH:8]=[N:7][C:6]=1[N:10]1[C:21](=[O:20])[NH:22][C:23]([CH:24]([C:38]2[CH:39]=[C:40]([CH2:48][CH3:49])[C:41]3[O:46][CH2:45][O:44][CH2:43][C:42]=3[CH:47]=2)[NH:25][C:26]2[CH:27]=[CH:28][C:29]([C:32]3[N:36]=[C:35]([CH3:37])[O:34][N:33]=3)=[CH:30][CH:31]=2)=[N:11]1)=[O:4]. (4) Given the reactants CC1(C)C(C)(C)OB([C:9]2[CH:10]=[C:11]([C:30]3[N:34]([C:35]4[CH:40]=[CH:39][CH:38]=[CH:37][CH:36]=4)[C:33]4[CH:41]=[CH:42][CH:43]=[CH:44][C:32]=4[N:31]=3)[CH:12]=[C:13]([C:15]3[N:19]([C:20]4[CH:25]=[CH:24][CH:23]=[CH:22][CH:21]=4)[C:18]4[CH:26]=[CH:27][CH:28]=[CH:29][C:17]=4[N:16]=3)[CH:14]=2)O1.[Br:46][C:47]1[CH:48]=[C:49](I)[CH:50]=[CH:51][CH:52]=1.C(=O)([O-])[O-].[K+].[K+], predict the reaction product. The product is: [Br:46][C:47]1[CH:48]=[C:49]([C:9]2[CH:10]=[C:11]([C:30]3[N:34]([C:35]4[CH:40]=[CH:39][CH:38]=[CH:37][CH:36]=4)[C:33]4[CH:41]=[CH:42][CH:43]=[CH:44][C:32]=4[N:31]=3)[CH:12]=[C:13]([C:15]3[N:19]([C:20]4[CH:25]=[CH:24][CH:23]=[CH:22][CH:21]=4)[C:18]4[CH:26]=[CH:27][CH:28]=[CH:29][C:17]=4[N:16]=3)[CH:14]=2)[CH:50]=[CH:51][CH:52]=1.